From a dataset of Forward reaction prediction with 1.9M reactions from USPTO patents (1976-2016). Predict the product of the given reaction. (1) Given the reactants [Br:1][C:2]1[CH:7]=[CH:6][C:5]([C@@H:8]([NH2:10])[CH3:9])=[CH:4][CH:3]=1.[C:11]([O-])(O)=[O:12].[Na+].ClC(Cl)(OC(=O)OC(Cl)(Cl)Cl)Cl, predict the reaction product. The product is: [Br:1][C:2]1[CH:7]=[CH:6][C:5]([CH:8]([N:10]=[C:11]=[O:12])[CH3:9])=[CH:4][CH:3]=1. (2) The product is: [N:28]12[CH2:49][CH2:50][CH:51]([CH2:31][CH2:29]1)[CH:26]([C@H:10]1[NH:9][CH2:21][C:19]3=[C:20]4[C:15](=[CH:16][CH:17]=[CH:18]3)[CH:14]=[CH:13][N:12]4[C:11]1=[O:55])[CH2:25]2. Given the reactants N12CCC(CC1)[C@@H]([NH:9][CH2:10][CH2:11][N:12]1[C:20]3[C:15](=[CH:16][CH:17]=[CH:18][C:19]=3[C:21]([O-])=O)[CH:14]=[CH:13]1)C2.[Li+].[CH:25]([N:28](CC)[CH:29]([CH3:31])C)(C)[CH3:26].CCCP1(OP(CCC)(=O)OP([CH2:49][CH2:50][CH3:51])(=O)O1)=O.CN(C)C=[O:55], predict the reaction product. (3) Given the reactants [CH2:1]([S:7][CH2:8][CH2:9][C:10]1[CH:16]=[CH:15][C:13]([NH2:14])=[CH:12][CH:11]=1)[CH2:2][CH2:3][CH2:4][CH2:5][CH3:6].C(OC([N:24]1[CH2:28][CH2:27][C@H:26]([OH:29])[C@H:25]1[C:30](O)=[O:31])=O)(C)(C)C, predict the reaction product. The product is: [CH2:1]([S:7][CH2:8][CH2:9][C:10]1[CH:16]=[CH:15][C:13]([NH:14][C:30]([C@@H:25]2[C@@H:26]([OH:29])[CH2:27][CH2:28][NH:24]2)=[O:31])=[CH:12][CH:11]=1)[CH2:2][CH2:3][CH2:4][CH2:5][CH3:6]. (4) Given the reactants [OH-].[K+].[CH2:3]([SH:5])[CH3:4].[CH3:6][O:7][C:8](=[O:26])[CH:9](Cl)[CH2:10][C:11]1[CH:16]=[CH:15][C:14]([O:17][CH2:18][C:19]2[CH:24]=[CH:23][CH:22]=[CH:21][CH:20]=2)=[CH:13][CH:12]=1.C(OCC)C, predict the reaction product. The product is: [CH3:6][O:7][C:8](=[O:26])[CH:9]([S:5][CH2:3][CH3:4])[CH2:10][C:11]1[CH:16]=[CH:15][C:14]([O:17][CH2:18][C:19]2[CH:24]=[CH:23][CH:22]=[CH:21][CH:20]=2)=[CH:13][CH:12]=1. (5) Given the reactants Br[C:2]1[C:3]2[C:4]([C:20](=[O:28])[C:21]3[CH:26]=[CH:25][C:24]([Cl:27])=[CH:23][CH:22]=3)=[C:5]3[CH:14]([CH2:15][C:16]([O:18]C)=[O:17])[CH2:13][CH2:12][N:6]3[C:7]=2[CH:8]=[C:9]([F:11])[CH:10]=1.C([Sn](CCCC)(CCCC)[C:34]1[S:35][CH:36]=[CH:37][CH:38]=1)CCC, predict the reaction product. The product is: [Cl:27][C:24]1[CH:25]=[CH:26][C:21]([C:20]([C:4]2[C:3]3[C:2]([C:34]4[S:35][CH:36]=[CH:37][CH:38]=4)=[CH:10][C:9]([F:11])=[CH:8][C:7]=3[N:6]3[CH2:12][CH2:13][CH:14]([CH2:15][C:16]([OH:18])=[O:17])[C:5]=23)=[O:28])=[CH:22][CH:23]=1. (6) Given the reactants C1C(C([O:9][C:10]2[CH:15]=[CH:14][C:13]([N+:16]([O-:18])=[O:17])=[CH:12][CH:11]=2)=O)=CC=C(N=C(N)N)C=1.Cl, predict the reaction product. The product is: [CH:12]1[C:13]([N+:16]([O-:18])=[O:17])=[CH:14][CH:15]=[C:10]([OH:9])[CH:11]=1.